Dataset: Drug-target binding data from BindingDB using IC50 measurements. Task: Regression. Given a target protein amino acid sequence and a drug SMILES string, predict the binding affinity score between them. We predict pIC50 (pIC50 = -log10(IC50 in M); higher means more potent). Dataset: bindingdb_ic50. The compound is N#Cc1ccc2c(c1)nc(-c1ccc(Cl)cc1)c1ccncc12. The target protein sequence is MSGPVPSRARVYTDVNTHRPREYWDYESHVVEWGNQDDYQLVRKLGRGKYSEVFEAINITNNEKVVVKILKPVKKKKIKREIKILENLRGGPNIITLADIVKDPVSRTPALVFEHVNNTDFKQLYQTLTDYDIRFYMYEILKALDYCHSMGIMHRDVKPHNVMIDHEHRKLRLIDWGLAEFYHPGQEYNVRVASRYFKGPELLVDYQMYDYSLDMWSLGCMLASMIFRKEPFFHGHDNYDQLVRIAKVLGTEDLYDYIDKYNIELDPRFNDILGRHSRKRWERFVHSENQHLVSPEALDFLDKLLRYDHQSRLTAREAMEHPYFYTVVKDQARMGSS. The pIC50 is 5.6.